Dataset: Catalyst prediction with 721,799 reactions and 888 catalyst types from USPTO. Task: Predict which catalyst facilitates the given reaction. (1) Reactant: CC(OC(/N=N/C(OC(C)C)=O)=O)C.[CH3:15][C:16]1[N:21]=[C:20]([CH2:22]O)[CH:19]=[C:18]([C:24]2[CH:25]=[N:26][C:27]([C:30]([F:33])([F:32])[F:31])=[N:28][CH:29]=2)[CH:17]=1.[C:34]1(=[O:44])[C:42]2[C:37](=[CH:38][CH:39]=[CH:40][CH:41]=2)[C:36](=[O:43])[NH:35]1.C1C=CC(P(C2C=CC=CC=2)C2C=CC=CC=2)=CC=1. Product: [CH3:15][C:16]1[N:21]=[C:20]([CH2:22][N:35]2[C:36](=[O:43])[C:37]3[C:42](=[CH:41][CH:40]=[CH:39][CH:38]=3)[C:34]2=[O:44])[CH:19]=[C:18]([C:24]2[CH:25]=[N:26][C:27]([C:30]([F:33])([F:32])[F:31])=[N:28][CH:29]=2)[CH:17]=1. The catalyst class is: 1. (2) Reactant: [C:1]1([C:7]([C:11]2[CH:16]=[CH:15][CH:14]=[CH:13][CH:12]=2)([CH3:10])[CH2:8][NH2:9])[CH:6]=[CH:5][CH:4]=[CH:3][CH:2]=1.[O:17]=[C:18]1[C:23]([C:30]2[CH:35]=[CH:34][CH:33]=[CH:32][CH:31]=2)([C:24]2[CH:29]=[CH:28][CH:27]=[CH:26][CH:25]=2)[CH2:22][CH2:21][CH2:20][N:19]1[CH2:36][C:37](O)=[O:38].Cl.C(N=C=NCCCN(C)C)C. Product: [C:11]1([C:7]([C:1]2[CH:2]=[CH:3][CH:4]=[CH:5][CH:6]=2)([CH3:10])[CH2:8][NH:9][C:37](=[O:38])[CH2:36][N:19]2[CH2:20][CH2:21][CH2:22][C:23]([C:30]3[CH:35]=[CH:34][CH:33]=[CH:32][CH:31]=3)([C:24]3[CH:29]=[CH:28][CH:27]=[CH:26][CH:25]=3)[C:18]2=[O:17])[CH:12]=[CH:13][CH:14]=[CH:15][CH:16]=1. The catalyst class is: 112.